Predict the reaction yield, written as a fraction of the theoretical maximum amount of product (1.0 means a 100% yield; for example, 0.34 means a 34% yield). From a dataset of Reaction yield outcomes from USPTO patents with 853,638 reactions. (1) The reactants are C1C(=O)N([Br:8])C(=O)C1.[C:9]([C:13]1[CH:14]=[C:15]([P:25](=[O:52])([C:36]2[CH:41]=[C:40]([C:42]([CH3:45])([CH3:44])[CH3:43])[C:39]([O:46][CH3:47])=[C:38]([C:48]([CH3:51])([CH3:50])[CH3:49])[CH:37]=2)[C:26]2[CH:31]=[C:30]([O:32][CH3:33])[CH:29]=[C:28]([O:34][CH3:35])[CH:27]=2)[CH:16]=[C:17]([C:21]([CH3:24])([CH3:23])[CH3:22])[C:18]=1[O:19][CH3:20])([CH3:12])([CH3:11])[CH3:10].CCCCCC. The catalyst is C(Cl)Cl. The product is [Br:8][C:27]1[C:28]([O:34][CH3:35])=[CH:29][C:30]([O:32][CH3:33])=[CH:31][C:26]=1[P:25](=[O:52])([C:36]1[CH:37]=[C:38]([C:48]([CH3:51])([CH3:50])[CH3:49])[C:39]([O:46][CH3:47])=[C:40]([C:42]([CH3:45])([CH3:44])[CH3:43])[CH:41]=1)[C:15]1[CH:16]=[C:17]([C:21]([CH3:24])([CH3:23])[CH3:22])[C:18]([O:19][CH3:20])=[C:13]([C:9]([CH3:10])([CH3:11])[CH3:12])[CH:14]=1. The yield is 0.909. (2) The reactants are [NH2:1][C:2]1[C:10]([F:11])=[CH:9][C:8]([C:12]2[CH:13]=[C:14]3[C:20]([C:21]4[CH:26]=[CH:25][CH:24]=[CH:23][C:22]=4[O:27][CH3:28])=[N:19][N:18](COCC[Si](C)(C)C)[C:15]3=[N:16][CH:17]=2)=[CH:7][C:3]=1[C:4]([OH:6])=[O:5].Cl(O)(=O)(=O)=O. The catalyst is C(O)(=O)C.O. The product is [NH2:1][C:2]1[C:10]([F:11])=[CH:9][C:8]([C:12]2[CH:13]=[C:14]3[C:20]([C:21]4[CH:26]=[CH:25][CH:24]=[CH:23][C:22]=4[O:27][CH3:28])=[N:19][NH:18][C:15]3=[N:16][CH:17]=2)=[CH:7][C:3]=1[C:4]([OH:6])=[O:5]. The yield is 1.06. (3) The reactants are [C:1]1([C:7]2[CH:8]=[C:9]3[C:13](=[C:14]([C:16]([NH2:18])=[O:17])[CH:15]=2)[NH:12][CH:11]=[C:10]3[CH:19]2[CH2:24][CH2:23][NH:22][CH2:21][CH2:20]2)[CH:6]=[CH:5][CH:4]=[CH:3][CH:2]=1.C(N(C(C)C)CC)(C)C.[S:34]1[CH:38]=[CH:37][C:36]([S:39](Cl)(=[O:41])=[O:40])=[CH:35]1. The catalyst is C(Cl)(Cl)Cl. The product is [C:1]1([C:7]2[CH:8]=[C:9]3[C:13](=[C:14]([C:16]([NH2:18])=[O:17])[CH:15]=2)[NH:12][CH:11]=[C:10]3[CH:19]2[CH2:24][CH2:23][N:22]([S:39]([C:36]3[CH:37]=[CH:38][S:34][CH:35]=3)(=[O:41])=[O:40])[CH2:21][CH2:20]2)[CH:2]=[CH:3][CH:4]=[CH:5][CH:6]=1. The yield is 0.610.